Dataset: Reaction yield outcomes from USPTO patents with 853,638 reactions. Task: Predict the reaction yield, written as a fraction of the theoretical maximum amount of product (1.0 means a 100% yield; for example, 0.34 means a 34% yield). (1) The reactants are [C:1]([O:5][C:6](=[O:18])[NH:7][CH2:8][C:9]#[C:10][C:11]1[CH:16]=[CH:15][C:14]([Cl:17])=[CH:13][CH:12]=1)([CH3:4])([CH3:3])[CH3:2].[CH2:19]([SnH:23]([CH2:28][CH2:29][CH2:30][CH3:31])[CH2:24][CH2:25][CH2:26][CH3:27])[CH2:20][CH2:21][CH3:22]. The catalyst is C1COCC1.Cl[Pd](Cl)([P](C1C=CC=CC=1)(C1C=CC=CC=1)C1C=CC=CC=1)[P](C1C=CC=CC=1)(C1C=CC=CC=1)C1C=CC=CC=1. The product is [C:1]([O:5][C:6](=[O:18])[NH:7][CH2:8]/[CH:9]=[C:10](\[C:11]1[CH:12]=[CH:13][C:14]([Cl:17])=[CH:15][CH:16]=1)/[Sn:23]([CH2:24][CH2:25][CH2:26][CH3:27])([CH2:28][CH2:29][CH2:30][CH3:31])[CH2:19][CH2:20][CH2:21][CH3:22])([CH3:4])([CH3:2])[CH3:3]. The yield is 0.900. (2) The reactants are [O:1]=[C:2]1[CH2:7][CH2:6][CH2:5][N:4]([C:8]([O:10][C:11]([CH3:14])([CH3:13])[CH3:12])=[O:9])[CH2:3]1.[CH3:15][N:16]([CH:18](OC)OC)[CH3:17]. No catalyst specified. The product is [CH3:15][N:16]([CH:18]=[C:7]1[CH2:6][CH2:5][N:4]([C:8]([O:10][C:11]([CH3:14])([CH3:13])[CH3:12])=[O:9])[CH2:3][C:2]1=[O:1])[CH3:17]. The yield is 0.940. (3) The reactants are Br[C:2]1[CH:16]=[CH:15][C:5]2[N:6]=[C:7]([NH:9][C:10]([NH:12][CH2:13][CH3:14])=[O:11])[S:8][C:4]=2[CH:3]=1.C(N(CC)CC)C.[C:24]1([C:30]#[CH:31])[CH:29]=[CH:28][CH:27]=[CH:26][CH:25]=1. The catalyst is CN(C=O)C.Cl[Pd](Cl)([P](C1C=CC=CC=1)(C1C=CC=CC=1)C1C=CC=CC=1)[P](C1C=CC=CC=1)(C1C=CC=CC=1)C1C=CC=CC=1. The product is [C:24]1([C:30]#[C:31][C:2]2[CH:16]=[CH:15][C:5]3[N:6]=[C:7]([NH:9][C:10]([NH:12][CH2:13][CH3:14])=[O:11])[S:8][C:4]=3[CH:3]=2)[CH:29]=[CH:28][CH:27]=[CH:26][CH:25]=1. The yield is 0.0800. (4) The product is [F:16][C:2]1([F:1])[CH2:5][C:4]([C:10]2[CH:11]=[N:12][CH:13]=[CH:14][CH:15]=2)([C:6]([OH:8])=[O:7])[CH2:3]1. The catalyst is C1COCC1.O. The reactants are [F:1][C:2]1([F:16])[CH2:5][C:4]([C:10]2[CH:11]=[N:12][CH:13]=[CH:14][CH:15]=2)([C:6]([O:8]C)=[O:7])[CH2:3]1.[OH-].[Na+]. The yield is 0.680. (5) The reactants are [CH2:1]([O:3][C:4](=[O:16])[CH2:5][N:6]1[C:14]2[CH2:13][CH2:12][CH2:11][CH:10]([NH2:15])[C:9]=2[CH:8]=[N:7]1)[CH3:2].[N+:17]([C:20]1[CH:21]=[C:22]([S:26](Cl)(=[O:28])=[O:27])[CH:23]=[CH:24][CH:25]=1)([O-:19])=[O:18]. No catalyst specified. The product is [CH2:1]([O:3][C:4](=[O:16])[CH2:5][N:6]1[C:14]2[CH2:13][CH2:12][CH2:11][CH:10]([NH:15][S:26]([C:22]3[CH:23]=[CH:24][CH:25]=[C:20]([N+:17]([O-:19])=[O:18])[CH:21]=3)(=[O:27])=[O:28])[C:9]=2[CH:8]=[N:7]1)[CH3:2]. The yield is 0.636. (6) The reactants are Br[C:2]1[CH:7]=[CH:6][C:5]([Br:8])=[CH:4][CH:3]=1.[CH2:9]([NH2:15])[CH2:10][CH2:11][CH2:12][CH2:13][CH3:14]. No catalyst specified. The product is [Br:8][C:5]1[CH:6]=[CH:7][C:2]([NH:15][CH2:9][CH2:10][CH2:11][CH2:12][CH2:13][CH3:14])=[CH:3][CH:4]=1. The yield is 0.830.